This data is from Full USPTO retrosynthesis dataset with 1.9M reactions from patents (1976-2016). The task is: Predict the reactants needed to synthesize the given product. (1) Given the product [F:17][C:18]1[CH:25]=[C:24]([O:26][CH3:27])[CH:23]=[C:22]([F:28])[C:19]=1/[CH:20]=[CH:9]/[C:10]([O:12][CH2:13][CH3:14])=[O:11], predict the reactants needed to synthesize it. The reactants are: C(OP([CH2:9][C:10]([O:12][CH2:13][CH3:14])=[O:11])(OCC)=O)C.[H-].[Na+].[F:17][C:18]1[CH:25]=[C:24]([O:26][CH3:27])[CH:23]=[C:22]([F:28])[C:19]=1[CH:20]=O. (2) Given the product [CH2:30]([O:32][C:33]1[CH:34]=[C:35]([CH:38]=[CH:39][C:40]=1[O:41][CH3:42])[CH2:36][N:8]1[CH2:13][CH2:12][CH:11]([NH:14][C:15]2[O:16][C:17]3[C:23]([O:24][CH2:25][CH:26]([OH:29])[CH2:27][OH:28])=[CH:22][CH:21]=[CH:20][C:18]=3[N:19]=2)[CH2:10][CH2:9]1)[CH3:31], predict the reactants needed to synthesize it. The reactants are: FC(F)(F)C(O)=O.[NH:8]1[CH2:13][CH2:12][CH:11]([NH:14][C:15]2[O:16][C:17]3[C:23]([O:24][CH2:25][CH:26]([OH:29])[CH2:27][OH:28])=[CH:22][CH:21]=[CH:20][C:18]=3[N:19]=2)[CH2:10][CH2:9]1.[CH2:30]([O:32][C:33]1[CH:34]=[C:35]([CH:38]=[CH:39][C:40]=1[O:41][CH3:42])[CH:36]=O)[CH3:31].C([BH3-])#N.[Na+].C(N(C(C)C)C(C)C)C. (3) Given the product [Cl:1][C:2]1[CH:7]=[CH:6][CH:5]=[CH:4][C:3]=1[C@H:8]([O:10][C:11]1[CH:15]=[C:14]([N:16]2[C:20]3[CH:21]=[C:22]([O:25][CH:50]4[CH2:55][CH2:54][N:53]([C:56]([O:58][C:59]([CH3:62])([CH3:61])[CH3:60])=[O:57])[CH2:52][CH2:51]4)[CH:23]=[CH:24][C:19]=3[N:18]=[CH:17]2)[S:13][C:12]=1[C:26]([O:28][CH3:29])=[O:27])[CH3:9], predict the reactants needed to synthesize it. The reactants are: [Cl:1][C:2]1[CH:7]=[CH:6][CH:5]=[CH:4][C:3]=1[C@H:8]([O:10][C:11]1[CH:15]=[C:14]([N:16]2[C:20]3[CH:21]=[C:22]([OH:25])[CH:23]=[CH:24][C:19]=3[N:18]=[CH:17]2)[S:13][C:12]=1[C:26]([O:28][CH3:29])=[O:27])[CH3:9].C1(P(C2C=CC=CC=2)C2C=CC=CC=2)C=CC=CC=1.O[CH:50]1[CH2:55][CH2:54][N:53]([C:56]([O:58][C:59]([CH3:62])([CH3:61])[CH3:60])=[O:57])[CH2:52][CH2:51]1.N(C(OC(C)C)=O)=NC(OC(C)C)=O. (4) Given the product [CH:13]1[CH:14]=[CH:15][C:16]([C:19]([OH:41])([C:26]([O:28][C@@H:29]2[CH2:35][C@H:34]3[N+:36]4([CH2:40][CH2:39][CH2:38][CH2:37]4)[C@H:31]([CH2:32][CH2:33]3)[CH2:30]2)=[O:27])[C:20]2[CH:21]=[CH:22][CH:23]=[CH:24][CH:25]=2)=[CH:17][CH:18]=1.[S:1]1([C:12]2[C:7](=[CH:8][CH:9]=[CH:10][CH:11]=2)[C:5](=[O:6])[NH:4]1)(=[O:2])=[O:3], predict the reactants needed to synthesize it. The reactants are: [S:1]1([C:12]2[C:7](=[CH:8][CH:9]=[CH:10][CH:11]=2)[C:5](=[O:6])[NH:4]1)(=[O:3])=[O:2].[CH:13]1[CH:14]=[CH:15][C:16]([C:19]([OH:41])([C:26]([O:28][C@@H:29]2[CH2:35][C@H:34]3[N+:36]4([CH2:40][CH2:39][CH2:38][CH2:37]4)[C@H:31]([CH2:32][CH2:33]3)[CH2:30]2)=[O:27])[C:20]2[CH:21]=[CH:22][CH:23]=[CH:24][CH:25]=2)=[CH:17][CH:18]=1.[Cl-].N[C@H](C(O)=O)CC(C)C. (5) Given the product [CH3:16][N:9]1[C:10]([N:11]2[CH:15]=[CH:14][CH:13]=[CH:12]2)=[C:6]([C:4]([OH:5])=[O:3])[CH:7]=[N:8]1, predict the reactants needed to synthesize it. The reactants are: C([O:3][C:4]([C:6]1[CH:7]=[N:8][N:9]([CH3:16])[C:10]=1[N:11]1[CH:15]=[CH:14][CH:13]=[CH:12]1)=[O:5])C.[Li+].[OH-]. (6) Given the product [CH2:1]([O:8][C:9]([NH:11][CH:12]([CH2:17][C:19]12[CH2:26][CH2:25][CH:22]([CH2:23][CH2:24]1)[CH2:21][CH2:20]2)[C:13]([O:15][CH3:16])=[O:14])=[O:10])[C:2]1[CH:3]=[CH:4][CH:5]=[CH:6][CH:7]=1, predict the reactants needed to synthesize it. The reactants are: [CH2:1]([O:8][C:9]([NH:11][C:12](=[CH2:17])[C:13]([O:15][CH3:16])=[O:14])=[O:10])[C:2]1[CH:7]=[CH:6][CH:5]=[CH:4][CH:3]=1.Br[C:19]12[CH2:26][CH2:25][CH:22]([CH2:23][CH2:24]1)[CH2:21][CH2:20]2.CC(N=NC(C#N)(C)C)(C#N)C.CCCC[SnH](CCCC)CCCC. (7) Given the product [CH3:1][CH:2]1[CH2:10][C:9]2[C:4](=[CH:5][C:6]3[N+:12]([O-:14])=[N:15][C:16]([NH2:17])=[N:11][C:7]=3[CH:8]=2)[CH2:3]1, predict the reactants needed to synthesize it. The reactants are: [CH3:1][CH:2]1[CH2:10][C:9]2[C:4](=[CH:5][C:6]([N+:12]([O-:14])=O)=[C:7]([NH2:11])[CH:8]=2)[CH2:3]1.[N:15]#[C:16][NH2:17].[CH]Cl.[OH-].[Na+].